This data is from NCI-60 drug combinations with 297,098 pairs across 59 cell lines. The task is: Regression. Given two drug SMILES strings and cell line genomic features, predict the synergy score measuring deviation from expected non-interaction effect. (1) Drug 1: CC(CN1CC(=O)NC(=O)C1)N2CC(=O)NC(=O)C2. Drug 2: CC(C)(C#N)C1=CC(=CC(=C1)CN2C=NC=N2)C(C)(C)C#N. Cell line: ACHN. Synergy scores: CSS=28.2, Synergy_ZIP=-11.7, Synergy_Bliss=-6.18, Synergy_Loewe=-4.94, Synergy_HSA=-4.52. (2) Drug 1: C1=CC(=CC=C1C#N)C(C2=CC=C(C=C2)C#N)N3C=NC=N3. Drug 2: COC1=C2C(=CC3=C1OC=C3)C=CC(=O)O2. Cell line: K-562. Synergy scores: CSS=3.98, Synergy_ZIP=-1.83, Synergy_Bliss=-1.72, Synergy_Loewe=1.61, Synergy_HSA=-0.0943.